Dataset: NCI-60 drug combinations with 297,098 pairs across 59 cell lines. Task: Regression. Given two drug SMILES strings and cell line genomic features, predict the synergy score measuring deviation from expected non-interaction effect. Cell line: HCT116. Drug 1: CC1OCC2C(O1)C(C(C(O2)OC3C4COC(=O)C4C(C5=CC6=C(C=C35)OCO6)C7=CC(=C(C(=C7)OC)O)OC)O)O. Synergy scores: CSS=66.8, Synergy_ZIP=10.5, Synergy_Bliss=11.0, Synergy_Loewe=9.55, Synergy_HSA=14.0. Drug 2: COCCOC1=C(C=C2C(=C1)C(=NC=N2)NC3=CC=CC(=C3)C#C)OCCOC.